Dataset: Cav3 T-type calcium channel HTS with 100,875 compounds. Task: Binary Classification. Given a drug SMILES string, predict its activity (active/inactive) in a high-throughput screening assay against a specified biological target. (1) The molecule is o1c2c(c3c(cc2)cccc3)cc1C(=O)N\N=C/c1c2c(n(C(C)C)c1)cccc2. The result is 0 (inactive). (2) The result is 0 (inactive). The compound is Fc1c(N2CCCC2)ccc(c1)C(=O)CC.